Dataset: Forward reaction prediction with 1.9M reactions from USPTO patents (1976-2016). Task: Predict the product of the given reaction. (1) Given the reactants [C:1]([O:5][C:6](=[O:35])[N:7]([C:16]1[S:17][C@:18]2([CH:33]=O)[C@H:20]([C@:21]([C:25]3[CH:30]=[C:29]([Br:31])[CH:28]=[CH:27][C:26]=3[F:32])([CH2:23][F:24])[N:22]=1)[CH2:19]2)[CH2:8][O:9][CH2:10][CH2:11][Si:12]([CH3:15])([CH3:14])[CH3:13])([CH3:4])([CH3:3])[CH3:2].[C:36](=O)([O-])[O-].[K+].[K+].COP(C(=[N+]=[N-])C(=O)C)(=O)OC, predict the reaction product. The product is: [C:1]([O:5][C:6](=[O:35])[N:7]([C:16]1[S:17][C@:18]2([C:33]#[CH:36])[C@H:20]([C@:21]([C:25]3[CH:30]=[C:29]([Br:31])[CH:28]=[CH:27][C:26]=3[F:32])([CH2:23][F:24])[N:22]=1)[CH2:19]2)[CH2:8][O:9][CH2:10][CH2:11][Si:12]([CH3:15])([CH3:13])[CH3:14])([CH3:2])([CH3:3])[CH3:4]. (2) Given the reactants [Br:1][C:2]1[CH:8]=[CH:7][CH:6]=[CH:5][C:3]=1[NH2:4].CO[CH:11]=[C:12]1[C:17](=[O:18])[O:16][C:15]([CH3:20])([CH3:19])[O:14][C:13]1=[O:21], predict the reaction product. The product is: [Br:1][C:2]1[CH:8]=[CH:7][CH:6]=[CH:5][C:3]=1[NH:4][CH:11]=[C:12]1[C:13](=[O:21])[O:14][C:15]([CH3:19])([CH3:20])[O:16][C:17]1=[O:18]. (3) Given the reactants [C:1]([O:5][C:6](=[O:33])[CH:7]([NH:17][C:18]([C:20]1[CH:25]=[CH:24][C:23]([C:26]2[CH:31]=[CH:30][C:29]([NH2:32])=[CH:28][CH:27]=2)=[CH:22][CH:21]=1)=[O:19])[CH2:8][CH2:9][C:10]([O:12][C:13]([CH3:16])([CH3:15])[CH3:14])=[O:11])([CH3:4])([CH3:3])[CH3:2].[O:34]1[CH:38]=[CH:37][CH:36]=[C:35]1[C:39](O)=[O:40].CN([P+](ON1N=NC2C=CC=CC1=2)(N(C)C)N(C)C)C.F[P-](F)(F)(F)(F)F.CCN(C(C)C)C(C)C, predict the reaction product. The product is: [C:1]([O:5][C:6](=[O:33])[CH:7]([NH:17][C:18]([C:20]1[CH:21]=[CH:22][C:23]([C:26]2[CH:27]=[CH:28][C:29]([NH:32][C:39]([C:35]3[O:34][CH:38]=[CH:37][CH:36]=3)=[O:40])=[CH:30][CH:31]=2)=[CH:24][CH:25]=1)=[O:19])[CH2:8][CH2:9][C:10]([O:12][C:13]([CH3:16])([CH3:15])[CH3:14])=[O:11])([CH3:2])([CH3:3])[CH3:4].